Dataset: Experimentally validated miRNA-target interactions with 360,000+ pairs, plus equal number of negative samples. Task: Binary Classification. Given a miRNA mature sequence and a target amino acid sequence, predict their likelihood of interaction. (1) The miRNA is hsa-miR-4684-5p with sequence CUCUCUACUGACUUGCAACAUA. The protein sequence of the target gene is MSEQSICQARASVMVYDDTSKKWVPIKPGQQGFSRINIYHNTASNTFRVVGVKLQDQQVVINYSIVKGLKYNQATPTFHQWRDARQVYGLNFASKEEATTFSNAMLFALNIMNSQEGGPSSQRQVQNGPSPDEMDIQRRQVMEQHQQQRQESLERRTSATGPILPPGHPSSAASAPVSCSGPPPPPPPPVPPPPTGATPPPPPPLPAGGAQGSSHDESSMSGLAAAIAGAKLRRVQRPEDASGGSSPSGTSKSDANRASSGGGGGGLMEEMNKLLAKRRKAASQSDKPAEKKEDESQMED.... Result: 0 (no interaction). (2) The miRNA is osa-miR160a-5p with sequence UGCCUGGCUCCCUGUAUGCCA. The protein sequence of the target gene is MEQTRKIPNQPLPTPTSQSKKRRTPLLSFLSKVSWKLRLQKRELLKNALFVLAERARDPNAKKRHLAMRGLGALAREAPDKQVRKYKKVMLDLLVRGLYDPVSSEVIHESVKTLTIMLGKIQGHGLGSFFIDITLQARTLLDDEDDSVRYSAFVLFGQLASFAGWRWKKFFTQQVNQTQDSLLGHLQDESPKVAKACKMTVRACVPYLKPRKVPSFQSEEEQKNHRLSRQLSHCHPEILLFFYANKIL. Result: 0 (no interaction). (3) The miRNA is hsa-miR-3136-5p with sequence CUGACUGAAUAGGUAGGGUCAUU. The protein sequence of the target gene is MVKLDIHTLAHHLKQERLYVSSEKQLIQRLNADVLKTAEKLYRTAWIAKQQRINLDRLIITSAEASPAECCQHAKILEDTQFVDGYKQLGFQETAYGEFLSRLRENPRLIASSLVAGEKLNQENTQSVIYTVFTSLYGNCIMQEDESYLLQVLRYLIEFELKESDNPRRLLRRGTCAFSILFKLFSEGLFSAKLFLTATLHEPIMQLLVEDEDHLETDPNKLIERFSPAQQEKLFGEKGSDRFRQKVQEMVDSNEAKLVALVNKFIGYLKQNTYCFPHSLRWIVSQMYKTLSCVDRLEVG.... Result: 0 (no interaction). (4) The miRNA is hsa-miR-6867-5p with sequence UGUGUGUGUAGAGGAAGAAGGGA. The protein sequence of the target gene is MGRFAAALVGSLFWLGLLLCGLGSLASAEPRAPPNRIAIVGAGIGGTSSAYYLRKKFGKDVKIDVFEREEVGGRLATLKVQGHDYEAGGSVIHPLNLHMKRFVKELGLSSVPASGGLVGVYNGKSLVFEESSWFVINVIKLVWRYGFQSLRMHMWVEDLLDKFMRIYRYQSHDYAFSSVEKLMHAIGGDDYVRLLNQTLRENLKKAGFSETFLNEMIAPVMKVNYGQSTDINAFVGAVSLTAADSNLWAVEGGNKIVCSGLLQASSSNLISGSVMSIEEKTRTKQTGNPTKMYEVVYKTG.... Result: 0 (no interaction). (5) The miRNA is hsa-miR-32-5p with sequence UAUUGCACAUUACUAAGUUGCA. The protein sequence of the target gene is MIYEESKMNLEQERPFVCSAPGCSQRFPTEDHLMIHRHKHEMTLKFPSIKTDNMLSDQTPTPTRFLKNCEEVGLFSELDCSLEHEFRKAQEEESSKRNISMHNAVGGAMTGPGTHQLSSARLPNHDTNVVIQQAMPSPQSSSVITQAPSTNRQIGPVPGSLSSLLHLHNRQRQPMPASMPGTLPNPTMPGSSAVLMPMERQMSVNSSIMGMQGPNLSNPCASPQVQPMHSEAKMRLKAALTHHPAAMSNGNMNTMGHMMEMMGSRQDQTPHHHMHSHPHQHQTLPPHHPYPHQHQHPAHH.... Result: 1 (interaction).